Regression. Given a peptide amino acid sequence and an MHC pseudo amino acid sequence, predict their binding affinity value. This is MHC class II binding data. From a dataset of Peptide-MHC class II binding affinity with 134,281 pairs from IEDB. (1) The peptide sequence is LHGGHVSCRVKLSAL. The MHC is DRB1_1101 with pseudo-sequence DRB1_1101. The binding affinity (normalized) is 0.525. (2) The peptide sequence is LVQDDVIPANWKPDT. The MHC is DRB1_0401 with pseudo-sequence DRB1_0401. The binding affinity (normalized) is 0.521. (3) The peptide sequence is KTFDTEYQKTKLNDW. The MHC is DRB4_0101 with pseudo-sequence DRB4_0103. The binding affinity (normalized) is 0.150. (4) The peptide sequence is PFVDVGVSALLLAAGCW. The MHC is DRB1_0101 with pseudo-sequence DRB1_0101. The binding affinity (normalized) is 0.171. (5) The peptide sequence is VTSAPDTRPAP. The MHC is DRB1_0802 with pseudo-sequence DRB1_0802. The binding affinity (normalized) is 0.